Dataset: CYP1A2 inhibition data for predicting drug metabolism from PubChem BioAssay. Task: Regression/Classification. Given a drug SMILES string, predict its absorption, distribution, metabolism, or excretion properties. Task type varies by dataset: regression for continuous measurements (e.g., permeability, clearance, half-life) or binary classification for categorical outcomes (e.g., BBB penetration, CYP inhibition). Dataset: cyp1a2_veith. (1) The compound is N#Cc1cccc(-c2cc(NCc3ccccc3)ncn2)c1. The result is 1 (inhibitor). (2) The drug is CC(C)=C1C(=O)C(c2ccccc2)=C2CN3C(=O)N(CCc4ccccc4)C(=O)[C@]3(Cc3ccc(C(F)(F)F)cc3)[C@H]21. The result is 0 (non-inhibitor). (3) The molecule is Cn1c(=O)n2n(c1=O)[C@H]1[C@H](O)[C@H]3O[C@@H]3/C(=N/OCc3ccccc3)[C@@H]1CC2. The result is 0 (non-inhibitor). (4) The compound is C[C@@H](c1ccccc1)N1C(=O)[C@H]2CC[C@@H]3/C(=N\OCc4ccccc4)C[C@@H](O)[C@@H](O)[C@@H]3[C@@H]2C1=O. The result is 0 (non-inhibitor). (5) The compound is O=C(c1ccc(CN2CCc3ccccc3C2)cc1)N1CCc2ccccc2C1. The result is 0 (non-inhibitor). (6) The molecule is CC(C)NC(=O)N1CC2(CCN(C(=O)c3ccncc3)CC2)C1. The result is 0 (non-inhibitor). (7) The compound is CC(C)[C@@]1(NC(=O)[C@@H]2C[C@H]3c4cccc5[nH]cc(c45)C[C@@H]3N(C)C2)O[C@]2(O)[C@H]3CCCN3C(=O)CN2C1=O.CS(=O)(=O)O. The result is 0 (non-inhibitor).